Predict the reaction yield, written as a fraction of the theoretical maximum amount of product (1.0 means a 100% yield; for example, 0.34 means a 34% yield). From a dataset of Reaction yield outcomes from USPTO patents with 853,638 reactions. The reactants are [Cl:1][C:2]1[C:7]([F:8])=[C:6](Cl)[N:5]=[C:4]([S:10][CH3:11])[N:3]=1.C(N(CC)CC)C.O.[NH2:20][NH2:21]. The catalyst is CS(C)=O.O. The product is [Cl:1][C:2]1[C:7]([F:8])=[C:6]([NH:20][NH2:21])[N:5]=[C:4]([S:10][CH3:11])[N:3]=1. The yield is 0.590.